This data is from Full USPTO retrosynthesis dataset with 1.9M reactions from patents (1976-2016). The task is: Predict the reactants needed to synthesize the given product. (1) The reactants are: [CH3:1][O:2][CH2:3][C:4](Cl)=O.[NH2:7][NH:8][C:9]([NH2:11])=[S:10]. Given the product [CH3:1][O:2][CH2:3][C:4]1[NH:7][N:8]=[C:9]([SH:10])[N:11]=1, predict the reactants needed to synthesize it. (2) Given the product [CH2:1]([O:3][C:4]1[CH:5]=[C:6]([C:13]([O:21][CH3:32])([O:23][CH3:22])[CH2:14][CH2:15][C:16]([O:18][CH3:19])=[O:17])[CH:7]=[CH:8][C:9]=1[O:10][CH2:11][CH3:12])[CH3:2], predict the reactants needed to synthesize it. The reactants are: [CH2:1]([O:3][C:4]1[CH:5]=[C:6]([C:13](=[O:21])[CH2:14][CH2:15][C:16]([O:18][CH2:19]C)=[O:17])[CH:7]=[CH:8][C:9]=1[O:10][CH2:11][CH3:12])[CH3:2].[CH:22]([O-])([O-])[O:23]C.S(=O)(=O)(O)O.[C:32](=O)([O-])O.[Na+]. (3) Given the product [Cl:4][C:5]1[N:10]=[C:9]([NH:11][C:12]2[CH:17]=[C:16]([C:18]3[CH:23]=[CH:22][C:21]([F:24])=[CH:20][C:19]=3[O:25][CH3:26])[N:15]=[CH:14][N:13]=2)[CH:8]=[C:7]([CH2:27][S:2][CH3:1])[CH:6]=1, predict the reactants needed to synthesize it. The reactants are: [CH3:1][S-:2].[Na+].[Cl:4][C:5]1[N:10]=[C:9]([NH:11][C:12]2[CH:17]=[C:16]([C:18]3[CH:23]=[CH:22][C:21]([F:24])=[CH:20][C:19]=3[O:25][CH3:26])[N:15]=[CH:14][N:13]=2)[CH:8]=[C:7]([CH2:27]Cl)[CH:6]=1. (4) Given the product [C:38]([NH2:31])(=[NH:4])[C:39]1[CH:56]=[CH:54][CH:52]=[CH:50][CH:49]=1, predict the reactants needed to synthesize it. The reactants are: C1C=C[N:4]=C(NS(C2C=CC(N=NC3C=CC(O)=C(C(O)=O)C=3)=CC=2)(=O)=O)C=1.C1N(CCO)CC[N:31]([CH2:38][CH2:39]S(O)(=O)=O)C1.[Na+].[Cl-].[Cl-].[K+].O=[CH:49][C@@H:50]([C@H:52]([C@@H:54]([C@@H:56](CO)O)O)O)O.